Dataset: Forward reaction prediction with 1.9M reactions from USPTO patents (1976-2016). Task: Predict the product of the given reaction. (1) Given the reactants [CH3:1][N:2]1[CH2:7][CH2:6][N:5]([CH2:8][C:9]2[CH:10]=[CH:11][C:12]([N+:38]([O-])=O)=[C:13]([NH:15][C:16]3[S:20][C:19]([C:21]([O:23][CH3:24])=[O:22])=[C:18]([O:25][C@@H:26]([C:28]4[CH:33]=[CH:32][CH:31]=[CH:30][C:29]=4[C:34]([F:37])([F:36])[F:35])[CH3:27])[CH:17]=3)[CH:14]=2)[CH2:4][CH2:3]1.Cl.COC(OC)OC, predict the reaction product. The product is: [NH2:38][C:12]1[CH:11]=[CH:10][C:9]([CH2:8][N:5]2[CH2:6][CH2:7][N:2]([CH3:1])[CH2:3][CH2:4]2)=[CH:14][C:13]=1[NH:15][C:16]1[S:20][C:19]([C:21]([O:23][CH3:24])=[O:22])=[C:18]([O:25][C@@H:26]([C:28]2[CH:33]=[CH:32][CH:31]=[CH:30][C:29]=2[C:34]([F:35])([F:37])[F:36])[CH3:27])[CH:17]=1. (2) Given the reactants [CH:1]1([CH2:7][CH2:8][CH2:9][C@@H:10]([C:19]2[O:23][N:22]=[C:21]([CH2:24]OS(C3C=CC(C)=CC=3)(=O)=O)[N:20]=2)[CH2:11][C:12]([O:14][C:15]([CH3:18])([CH3:17])[CH3:16])=[O:13])[CH2:6][CH2:5][CH2:4][CH2:3][CH2:2]1.[CH3:36][O:37][C@H:38]1[CH2:43][CH2:42][C@H:41]([NH2:44])[CH2:40][CH2:39]1.Cl, predict the reaction product. The product is: [CH:1]1([CH2:7][CH2:8][CH2:9][C@@H:10]([C:19]2[O:23][N:22]=[C:21]([CH2:24][NH:44][CH:41]3[CH2:42][CH2:43][CH:38]([O:37][CH3:36])[CH2:39][CH2:40]3)[N:20]=2)[CH2:11][C:12]([O:14][C:15]([CH3:18])([CH3:16])[CH3:17])=[O:13])[CH2:6][CH2:5][CH2:4][CH2:3][CH2:2]1. (3) Given the reactants [Cl:1][C:2]1[CH:7]=[CH:6][C:5]([CH:8]=[CH:9][C:10]([OH:12])=O)=[CH:4][CH:3]=1.[CH3:13][C:14]1[N:18]([CH3:19])[C:17]([C:20]2[CH:21]=[C:22]([CH:24]=[CH:25][CH:26]=2)[NH2:23])=[CH:16][N:15]=1, predict the reaction product. The product is: [Cl:1][C:2]1[CH:3]=[CH:4][C:5](/[CH:8]=[CH:9]/[C:10]([NH:23][C:22]2[CH:24]=[CH:25][CH:26]=[C:20]([C:17]3[N:18]([CH3:19])[C:14]([CH3:13])=[N:15][CH:16]=3)[CH:21]=2)=[O:12])=[CH:6][CH:7]=1. (4) The product is: [Br:1][C:2]1[CH:7]=[C:6]([C@H:8]([NH:11][S:12]([C:14]([CH3:15])([CH3:17])[CH3:16])=[O:13])[CH2:9][CH3:10])[CH:5]=[CH:4][N:3]=1. Given the reactants [Br:1][C:2]1[CH:7]=[C:6](/[C:8](=[N:11]/[S:12]([C:14]([CH3:17])([CH3:16])[CH3:15])=[O:13])/[CH2:9][CH3:10])[CH:5]=[CH:4][N:3]=1.CCC(C)[BH-](C(C)CC)C(C)CC.[Li+], predict the reaction product. (5) Given the reactants [CH2:1]1[C@H:6]([NH2:7])[CH2:5][C:4]2[S:8][C:9]([NH2:11])=[N:10][C:3]=2[CH2:2]1.[CH2:12]([Cl:15])[CH2:13][CH3:14], predict the reaction product. The product is: [CH3:12][CH2:13][CH2:14][NH:7][C@@H:6]1[CH2:5][C:4]2[S:8][C:9]([NH2:11])=[N:10][C:3]=2[CH2:2][CH2:1]1.[ClH:15].[ClH:15]. (6) Given the reactants [OH-].[Li+].C([O:6][CH2:7][C:8]1[N:12]([C:13]2[CH:18]=[CH:17][C:16]([C:19]([F:22])([F:21])[F:20])=[CH:15][N:14]=2)[N:11]=[N:10][N:9]=1)(=O)C, predict the reaction product. The product is: [F:22][C:19]([F:20])([F:21])[C:16]1[CH:17]=[CH:18][C:13]([N:12]2[C:8]([CH2:7][OH:6])=[N:9][N:10]=[N:11]2)=[N:14][CH:15]=1. (7) Given the reactants [CH2:1]([O:3][C:4]([CH:6]1[C:12](=[O:13])[CH2:11][CH2:10][N:9]([C:14]([O:16][C:17]([CH3:20])([CH3:19])[CH3:18])=[O:15])[CH2:8][CH2:7]1)=[O:5])[CH3:2].[CH:21]([N-]C(C)C)(C)C.[Li+].IC.O, predict the reaction product. The product is: [CH2:1]([O:3][C:4]([CH:6]1[C:12](=[O:13])[CH:11]([CH3:21])[CH2:10][N:9]([C:14]([O:16][C:17]([CH3:19])([CH3:18])[CH3:20])=[O:15])[CH2:8][CH2:7]1)=[O:5])[CH3:2]. (8) Given the reactants [C:1]1([C@@H:7]([N:9]=[C:10]([CH3:15])[C:11]([F:14])([F:13])[F:12])[CH3:8])[CH:6]=[CH:5][CH:4]=[CH:3][CH:2]=1.C1CCN2C(=NCCC2)CC1, predict the reaction product. The product is: [C:1]1([C:7](=[N:9][C@H:10]([CH3:15])[C:11]([F:12])([F:13])[F:14])[CH3:8])[CH:2]=[CH:3][CH:4]=[CH:5][CH:6]=1.